Predict the product of the given reaction. From a dataset of Forward reaction prediction with 1.9M reactions from USPTO patents (1976-2016). (1) Given the reactants B1([C:7]2[CH:12]=[CH:11][CH:10]=[N:9][CH:8]=2)OCCCO1.[Br:13][C:14]1[CH:19]=[CH:18][C:17](I)=[CH:16][CH:15]=1.C(=O)([O-])[O-].[Na+].[Na+], predict the reaction product. The product is: [Br:13][C:14]1[CH:19]=[CH:18][C:17]([C:7]2[CH:8]=[N:9][CH:10]=[CH:11][CH:12]=2)=[CH:16][CH:15]=1. (2) Given the reactants [CH3:1][O:2][C:3](=[O:13])[CH2:4][C:5]1[CH:10]=[CH:9][C:8]([CH2:11]Br)=[CH:7][CH:6]=1.C(=O)([O-])[O-:15].[Ca+2].O, predict the reaction product. The product is: [CH3:1][O:2][C:3](=[O:13])[CH2:4][C:5]1[CH:10]=[CH:9][C:8]([CH2:11][OH:15])=[CH:7][CH:6]=1.